This data is from NCI-60 drug combinations with 297,098 pairs across 59 cell lines. The task is: Regression. Given two drug SMILES strings and cell line genomic features, predict the synergy score measuring deviation from expected non-interaction effect. (1) Drug 1: C1CCN(CC1)CCOC2=CC=C(C=C2)C(=O)C3=C(SC4=C3C=CC(=C4)O)C5=CC=C(C=C5)O. Cell line: SF-295. Drug 2: C1=CC(=CC=C1C#N)C(C2=CC=C(C=C2)C#N)N3C=NC=N3. Synergy scores: CSS=4.02, Synergy_ZIP=-1.70, Synergy_Bliss=1.18, Synergy_Loewe=1.76, Synergy_HSA=1.76. (2) Synergy scores: CSS=0.896, Synergy_ZIP=-1.25, Synergy_Bliss=-2.72, Synergy_Loewe=-2.67, Synergy_HSA=-2.95. Drug 2: C1CN1P(=S)(N2CC2)N3CC3. Drug 1: CNC(=O)C1=CC=CC=C1SC2=CC3=C(C=C2)C(=NN3)C=CC4=CC=CC=N4. Cell line: OVCAR-4. (3) Drug 1: C1CCN(CC1)CCOC2=CC=C(C=C2)C(=O)C3=C(SC4=C3C=CC(=C4)O)C5=CC=C(C=C5)O. Drug 2: C1CNP(=O)(OC1)N(CCCl)CCCl. Cell line: ACHN. Synergy scores: CSS=2.74, Synergy_ZIP=0.910, Synergy_Bliss=1.25, Synergy_Loewe=-0.597, Synergy_HSA=-0.527. (4) Drug 1: C1CN1C2=NC(=NC(=N2)N3CC3)N4CC4. Drug 2: CCC1=CC2CC(C3=C(CN(C2)C1)C4=CC=CC=C4N3)(C5=C(C=C6C(=C5)C78CCN9C7C(C=CC9)(C(C(C8N6C)(C(=O)OC)O)OC(=O)C)CC)OC)C(=O)OC.C(C(C(=O)O)O)(C(=O)O)O. Cell line: A498. Synergy scores: CSS=34.9, Synergy_ZIP=-8.84, Synergy_Bliss=-5.31, Synergy_Loewe=-12.0, Synergy_HSA=-1.30. (5) Drug 1: C1=CN(C(=O)N=C1N)C2C(C(C(O2)CO)O)O.Cl. Drug 2: COCCOC1=C(C=C2C(=C1)C(=NC=N2)NC3=CC=CC(=C3)C#C)OCCOC.Cl. Cell line: TK-10. Synergy scores: CSS=30.2, Synergy_ZIP=-6.76, Synergy_Bliss=-1.39, Synergy_Loewe=-4.68, Synergy_HSA=0.251. (6) Drug 1: C1CCC(CC1)NC(=O)N(CCCl)N=O. Drug 2: CCC1=C2CN3C(=CC4=C(C3=O)COC(=O)C4(CC)O)C2=NC5=C1C=C(C=C5)O. Cell line: MDA-MB-231. Synergy scores: CSS=20.6, Synergy_ZIP=-11.0, Synergy_Bliss=-11.5, Synergy_Loewe=-13.2, Synergy_HSA=-6.36.